Predict the reactants needed to synthesize the given product. From a dataset of Full USPTO retrosynthesis dataset with 1.9M reactions from patents (1976-2016). (1) Given the product [C:43]([O:47][C:48]([N:50]1[CH2:55][CH2:54][N:53]([C:56]2[CH:57]=[CH:58][C:59]([NH:62][C:36]3[C:37]4[N:38]([N:39]=[CH:40][N:41]=4)[C:33]([Br:32])=[CH:34][N:35]=3)=[CH:60][CH:61]=2)[C:52](=[O:63])[CH2:51]1)=[O:49])([CH3:46])([CH3:44])[CH3:45], predict the reactants needed to synthesize it. The reactants are: CN1CCN(C2C=CC(NC3C4N(N=CN=4)C(C4C=C(C(N)=O)SC=4)=CN=3)=CC=2)CC1.[Br:32][C:33]1[N:38]2[N:39]=[CH:40][N:41]=[C:37]2[C:36](Br)=[N:35][CH:34]=1.[C:43]([O:47][C:48]([N:50]1[CH2:55][CH2:54][N:53]([C:56]2[CH:61]=[CH:60][C:59]([NH2:62])=[CH:58][CH:57]=2)[C:52](=[O:63])[CH2:51]1)=[O:49])([CH3:46])([CH3:45])[CH3:44].C(N(C(C)C)C(C)C)C. (2) Given the product [Cl:8][C:9]1[N:10]=[C:11]2[C:12]([N:16]([CH3:21])[C:17](=[O:20])[CH2:18][CH2:19][N:7]2[CH2:6][C:3]2[CH:4]=[CH:5][O:1][CH:2]=2)=[CH:13][N:14]=1, predict the reactants needed to synthesize it. The reactants are: [O:1]1[CH:5]=[CH:4][C:3]([CH2:6][NH2:7])=[CH:2]1.[Cl:8][C:9]1[N:14]=[C:13](Cl)[C:12]([N:16]([CH3:21])[C:17](=[O:20])[CH:18]=[CH2:19])=[CH:11][N:10]=1.C(N(CC)CC)C. (3) Given the product [F:4][C:3]1([F:6])[CH2:24][CH:23]1[C:14]1[CH:15]=[C:16]([C:18]([O:20][CH2:21][CH3:22])=[O:19])[CH:17]=[C:12]([O:11][CH2:9][CH3:10])[C:13]=1[C:25]1[CH:26]=[CH:27][C:28]([F:31])=[CH:29][CH:30]=1, predict the reactants needed to synthesize it. The reactants are: C[Si](C)(C)[C:3]([F:6])(F)[F:4].[CH2:9]([O:11][C:12]1[CH:17]=[C:16]([C:18]([O:20][CH2:21][CH3:22])=[O:19])[CH:15]=[C:14]([CH:23]=[CH2:24])[C:13]=1[C:25]1[CH:30]=[CH:29][C:28]([F:31])=[CH:27][CH:26]=1)[CH3:10].[I-].[Na+].C1COCC1. (4) Given the product [CH3:2][C:1]1[O:31][C:6]([CH2:7][CH2:8][C:9]2([C:25]3[CH:26]=[CH:27][CH:28]=[CH:29][CH:30]=3)[O:14][C:13](=[O:15])[NH:12][CH2:11][CH2:10]2)=[N:5][N:4]=1, predict the reactants needed to synthesize it. The reactants are: [C:1]([NH:4][NH:5][C:6](=[O:31])[CH2:7][CH2:8][C@@:9]1([C:25]2[CH:30]=[CH:29][CH:28]=[CH:27][CH:26]=2)[O:14][C:13](=[O:15])[N:12]([C@H](C2C=CC(Br)=CC=2)C)[CH2:11][CH2:10]1)(=O)[CH3:2].CC[N+](S(N=C(OC)[O-])(=O)=O)(CC)CC. (5) Given the product [CH3:1][C:2]1[CH:7]=[CH:6][CH:5]=[C:4]([CH3:8])[C:3]=1[N:9]1[C:14]2[N:15]=[C:16]([NH:32][CH2:33][CH2:34][OH:35])[N:17]=[C:18]([C:19]3[CH:24]=[CH:23][C:22]([F:25])=[CH:21][C:20]=3[CH3:26])[C:13]=2[CH:12]=[CH:11][C:10]1=[O:31], predict the reactants needed to synthesize it. The reactants are: [CH3:1][C:2]1[CH:7]=[CH:6][CH:5]=[C:4]([CH3:8])[C:3]=1[N:9]1[C:14]2[N:15]=[C:16](S(C)(=O)=O)[N:17]=[C:18]([C:19]3[CH:24]=[CH:23][C:22]([F:25])=[CH:21][C:20]=3[CH3:26])[C:13]=2[CH:12]=[CH:11][C:10]1=[O:31].[NH2:32][CH2:33][CH2:34][OH:35]. (6) The reactants are: [O-:1][CH2:2][CH3:3].[Na+].Cl[C:6]1[N:10]([C:11]2[CH:16]=[CH:15][CH:14]=[CH:13][CH:12]=2)[N:9]=[C:8]([CH3:17])[C:7]=1[CH:18]=[O:19].O. Given the product [CH2:2]([O:1][C:6]1[N:10]([C:11]2[CH:16]=[CH:15][CH:14]=[CH:13][CH:12]=2)[N:9]=[C:8]([CH3:17])[C:7]=1[CH:18]=[O:19])[CH3:3], predict the reactants needed to synthesize it. (7) The reactants are: C([C@@H]1N(C(=O)C2C=CC(OC3C=CC=CC=3)=CC=2)C[C@H](CC(C)C)NC1=O)C(C)C.[CH2:31]([C@@H:35]1[NH:40][CH2:39][C@H:38]([CH2:41][CH:42]([CH3:44])[CH3:43])[NH:37][C:36]1=[O:45])[CH:32]([CH3:34])[CH3:33].[Cl:46][C:47]1[S:51][C:50]([C:52]2[O:56][N:55]=[C:54]([C:57](O)=[O:58])[CH:53]=2)=[CH:49][CH:48]=1. Given the product [Cl:46][C:47]1[S:51][C:50]([C:52]2[O:56][N:55]=[C:54]([C:57]([N:40]3[CH2:39][C@H:38]([CH2:41][CH:42]([CH3:44])[CH3:43])[NH:37][C:36](=[O:45])[C@@H:35]3[CH2:31][CH:32]([CH3:34])[CH3:33])=[O:58])[CH:53]=2)=[CH:49][CH:48]=1, predict the reactants needed to synthesize it. (8) The reactants are: [F:1][C:2]([F:26])([F:25])[C:3]1[CH:24]=[CH:23][CH:22]=[CH:21][C:4]=1[O:5][CH:6]1[CH2:11][CH2:10][N:9]([C:12]2[N:17]=[N:16][C:15]([C:18](O)=[O:19])=[CH:14][CH:13]=2)[CH2:8][CH2:7]1.[NH2:27][CH2:28][CH:29]([CH:31]1[CH2:33][CH2:32]1)[OH:30].CN(C(ON1N=NC2C=CC=NC1=2)=[N+](C)C)C.F[P-](F)(F)(F)(F)F.C(N(CC)C(C)C)(C)C. Given the product [CH:31]1([CH:29]([OH:30])[CH2:28][NH:27][C:18]([C:15]2[N:16]=[N:17][C:12]([N:9]3[CH2:10][CH2:11][CH:6]([O:5][C:4]4[CH:21]=[CH:22][CH:23]=[CH:24][C:3]=4[C:2]([F:26])([F:1])[F:25])[CH2:7][CH2:8]3)=[CH:13][CH:14]=2)=[O:19])[CH2:33][CH2:32]1, predict the reactants needed to synthesize it. (9) Given the product [CH3:1][O:2][C:3]1[C:4]([CH3:34])=[C:5]([C:25]([O:32][CH3:33])=[C:26]([O:30][CH3:31])[C:27]=1[O:28][CH3:29])[CH2:6][C:7]1[CH:8]=[CH:9][C:10]([C:17]2[CH:22]=[CH:21][CH:20]=[CH:19][C:18]=2[O:23][CH3:24])=[C:11]([CH:16]=1)[C:12]([OH:14])=[O:13], predict the reactants needed to synthesize it. The reactants are: [CH3:1][O:2][C:3]1[C:4]([CH3:34])=[C:5]([C:25]([O:32][CH3:33])=[C:26]([O:30][CH3:31])[C:27]=1[O:28][CH3:29])[CH2:6][C:7]1[CH:8]=[CH:9][C:10]([C:17]2[CH:22]=[CH:21][CH:20]=[CH:19][C:18]=2[O:23][CH3:24])=[C:11]([CH:16]=1)[C:12]([O:14]C)=[O:13].